Dataset: Peptide-MHC class II binding affinity with 134,281 pairs from IEDB. Task: Regression. Given a peptide amino acid sequence and an MHC pseudo amino acid sequence, predict their binding affinity value. This is MHC class II binding data. The peptide sequence is EKKYFAATQFTPLAA. The MHC is DRB1_1001 with pseudo-sequence DRB1_1001. The binding affinity (normalized) is 0.740.